Dataset: Full USPTO retrosynthesis dataset with 1.9M reactions from patents (1976-2016). Task: Predict the reactants needed to synthesize the given product. (1) Given the product [CH2:26]([O:28][CH2:29][CH2:30][NH:31][C:20]([C:14]1[C:15](=[O:19])[NH:16][C:17]2[C:12]([C:13]=1[OH:25])=[N:11][CH:10]=[C:9]([CH2:8][C:5]1[CH:6]=[CH:7][C:2]([F:1])=[CH:3][CH:4]=1)[CH:18]=2)=[O:21])[CH3:27], predict the reactants needed to synthesize it. The reactants are: [F:1][C:2]1[CH:7]=[CH:6][C:5]([CH2:8][C:9]2[CH:18]=[C:17]3[C:12]([C:13]([OH:25])=[C:14]([C:20](OCC)=[O:21])[C:15](=[O:19])[NH:16]3)=[N:11][CH:10]=2)=[CH:4][CH:3]=1.[CH2:26]([O:28][CH2:29][CH2:30][NH2:31])[CH3:27]. (2) The reactants are: [Br:1][C:2]1[C:3]([NH:9][CH:10]2[CH2:13][CH2:12][CH2:11]2)=[N:4][C:5](Cl)=[N:6][CH:7]=1.[CH2:14]([O:17][C:18]1[CH:19]=[C:20]([CH:22]=[CH:23][CH:24]=1)[NH2:21])[CH2:15][CH3:16].C1(C)C=CC(S(O)(=O)=O)=CC=1. Given the product [Br:1][C:2]1[C:3]([NH:9][CH:10]2[CH2:13][CH2:12][CH2:11]2)=[N:4][C:5]([NH:21][C:20]2[CH:22]=[CH:23][CH:24]=[C:18]([O:17][CH2:14][CH2:15][CH3:16])[CH:19]=2)=[N:6][CH:7]=1, predict the reactants needed to synthesize it. (3) The reactants are: [I:1][C:2]1[C:10]2[C:5](=[N:6][CH:7]=[N:8][C:9]=2[NH2:11])[NH:4][N:3]=1.[H-].[Na+].[ClH:14].[Cl:15][CH2:16][C:17]1[N:18]=[C:19]2[CH:34]=[CH:33][CH:32]=[C:31]([CH3:35])[N:20]2[C:21](=[O:30])[C:22]=1[C:23]1[CH:28]=[CH:27][CH:26]=[C:25]([F:29])[CH:24]=1. Given the product [CH2:16]([Cl:15])[Cl:14].[CH3:21][OH:30].[NH4+:3].[OH-:30].[NH2:11][C:9]1[N:8]=[CH:7][N:6]=[C:5]2[N:4]([CH2:16][C:17]3[N:18]=[C:19]4[CH:34]=[CH:33][CH:32]=[C:31]([CH3:35])[N:20]4[C:21](=[O:30])[C:22]=3[C:23]3[CH:28]=[CH:27][CH:26]=[C:25]([F:29])[CH:24]=3)[N:3]=[C:2]([I:1])[C:10]=12, predict the reactants needed to synthesize it. (4) Given the product [Cl:17][C:18]1[CH:25]=[CH:24][C:21]([CH:22]=[C:4]2[C:5]3[C:10](=[CH:9][CH:8]=[CH:7][CH:6]=3)[C:2](=[O:1])[O:3]2)=[CH:20][C:19]=1[N+:26]([O-:28])=[O:27], predict the reactants needed to synthesize it. The reactants are: [O:1]=[C:2]1[C:10]2[C:5](=[CH:6][CH:7]=[CH:8][CH:9]=2)[CH:4](P(=O)(OC)OC)[O:3]1.[Cl:17][C:18]1[CH:25]=[CH:24][C:21]([CH:22]=O)=[CH:20][C:19]=1[N+:26]([O-:28])=[O:27].C(N(CC)CC)C.